From a dataset of NCI-60 drug combinations with 297,098 pairs across 59 cell lines. Regression. Given two drug SMILES strings and cell line genomic features, predict the synergy score measuring deviation from expected non-interaction effect. (1) Drug 1: C1=CC(=CC=C1C#N)C(C2=CC=C(C=C2)C#N)N3C=NC=N3. Drug 2: CN(CCCl)CCCl.Cl. Cell line: SK-MEL-5. Synergy scores: CSS=9.27, Synergy_ZIP=-3.89, Synergy_Bliss=-0.297, Synergy_Loewe=-4.89, Synergy_HSA=-1.30. (2) Drug 1: C1=C(C(=O)NC(=O)N1)N(CCCl)CCCl. Drug 2: CCCS(=O)(=O)NC1=C(C(=C(C=C1)F)C(=O)C2=CNC3=C2C=C(C=N3)C4=CC=C(C=C4)Cl)F. Cell line: NCI-H226. Synergy scores: CSS=11.8, Synergy_ZIP=1.08, Synergy_Bliss=3.48, Synergy_Loewe=-0.294, Synergy_HSA=2.02. (3) Cell line: OVCAR-5. Synergy scores: CSS=10.1, Synergy_ZIP=-3.34, Synergy_Bliss=-1.47, Synergy_Loewe=-4.30, Synergy_HSA=-2.95. Drug 2: CC1CCCC2(C(O2)CC(NC(=O)CC(C(C(=O)C(C1O)C)(C)C)O)C(=CC3=CSC(=N3)C)C)C. Drug 1: CC1OCC2C(O1)C(C(C(O2)OC3C4COC(=O)C4C(C5=CC6=C(C=C35)OCO6)C7=CC(=C(C(=C7)OC)O)OC)O)O.